From a dataset of Aqueous solubility values for 9,982 compounds from the AqSolDB database. Regression/Classification. Given a drug SMILES string, predict its absorption, distribution, metabolism, or excretion properties. Task type varies by dataset: regression for continuous measurements (e.g., permeability, clearance, half-life) or binary classification for categorical outcomes (e.g., BBB penetration, CYP inhibition). For this dataset (solubility_aqsoldb), we predict Y. The drug is CCCCCCCCCCC/C=C/C/C=C/CCCCCCCCCCCCCCCCCCCCNCCCCCCCCCCC/C=C/C/C=C/CCCCCCCCCCCCCCCCCCCC. The Y is -9.71 log mol/L.